Dataset: Forward reaction prediction with 1.9M reactions from USPTO patents (1976-2016). Task: Predict the product of the given reaction. (1) Given the reactants [C:1]([C:7]1[C:15]2[C:10](=[N:11][CH:12]=[C:13]([NH:16][C:17]3[CH:30]=[CH:29][C:20]([CH:21]=[C:22]4[S:26][C:25](=[O:27])[NH:24][C:23]4=[O:28])=[CH:19][CH:18]=3)[N:14]=2)[N:9](COCC[Si](C)(C)C)[CH:8]=1)(=[O:6])[C:2]([CH3:5])([CH3:4])[CH3:3].C(O)(C(F)(F)F)=O, predict the reaction product. The product is: [C:1]([C:7]1[C:15]2[C:10](=[N:11][CH:12]=[C:13]([NH:16][C:17]3[CH:30]=[CH:29][C:20]([CH:21]=[C:22]4[S:26][C:25](=[O:27])[NH:24][C:23]4=[O:28])=[CH:19][CH:18]=3)[N:14]=2)[NH:9][CH:8]=1)(=[O:6])[C:2]([CH3:5])([CH3:4])[CH3:3]. (2) Given the reactants [CH3:1][O:2][C:3](=[O:23])[CH2:4][C:5]1[CH:14]=[C:13]([O:15][CH:16]2[CH2:21][CH2:20][NH:19][CH2:18][CH2:17]2)[C:12]2[C:7](=[CH:8][CH:9]=[C:10]([F:22])[CH:11]=2)[CH:6]=1.[N:24]([CH2:27][CH3:28])=[C:25]=[O:26], predict the reaction product. The product is: [CH3:1][O:2][C:3](=[O:23])[CH2:4][C:5]1[CH:14]=[C:13]([O:15][CH:16]2[CH2:17][CH2:18][N:19]([C:25](=[O:26])[NH:24][CH2:27][CH3:28])[CH2:20][CH2:21]2)[C:12]2[C:7](=[CH:8][CH:9]=[C:10]([F:22])[CH:11]=2)[CH:6]=1. (3) Given the reactants [C:1]([C:3]1[CH:8]=[CH:7][CH:6]=[CH:5][C:4]=1[C:9]1[N:14]=[CH:13][C:12]([C:15]([N:17]([CH3:39])[C:18]2[CH:23]=[CH:22][C:21]([CH2:24][N:25]3[CH2:30][CH2:29][N:28](C(OC(C)(C)C)=O)[C@@H:27]([CH3:38])[CH2:26]3)=[CH:20][CH:19]=2)=[O:16])=[CH:11][CH:10]=1)#[N:2].C(O)(C(F)(F)F)=O, predict the reaction product. The product is: [C:1]([C:3]1[CH:8]=[CH:7][CH:6]=[CH:5][C:4]=1[C:9]1[N:14]=[CH:13][C:12]([C:15]([N:17]([CH3:39])[C:18]2[CH:23]=[CH:22][C:21]([CH2:24][N:25]3[CH2:30][CH2:29][NH:28][C@@H:27]([CH3:38])[CH2:26]3)=[CH:20][CH:19]=2)=[O:16])=[CH:11][CH:10]=1)#[N:2]. (4) Given the reactants CO[C:3]1[CH:4]=[C:5]2[C:10](=[CH:11][C:12]=1OC[C@H]1CO1)[N:9]=[CH:8][N:7]=[C:6]2OC1C=C2C(=CC=1)NC(C)=C2.C(N)(C)C, predict the reaction product. The product is: [N:9]1[C:10]2[C:5](=[CH:4][CH:3]=[CH:12][CH:11]=2)[CH:6]=[N:7][CH:8]=1.